Dataset: Catalyst prediction with 721,799 reactions and 888 catalyst types from USPTO. Task: Predict which catalyst facilitates the given reaction. (1) Reactant: [C:1]([O:8][CH3:9])(=[O:7])[CH2:2][C:3]([O:5]C)=O.[Na].[C:11]1([N:17]2[C:21]([NH2:22])=[C:20]([CH:23]=O)[N:19]=[N:18]2)[CH:16]=[CH:15][CH:14]=[CH:13][CH:12]=1. Product: [C:11]1([N:17]2[C:21]3[NH:22][C:3](=[O:5])[C:2]([C:1]([O:8][CH3:9])=[O:7])=[CH:23][C:20]=3[N:19]=[N:18]2)[CH:12]=[CH:13][CH:14]=[CH:15][CH:16]=1. The catalyst class is: 24. (2) Product: [NH:14]1[CH2:15][CH2:16][CH:11]([C:3]2[CH:2]=[N:1][C:10]3[C:5]([CH:4]=2)=[CH:6][CH:7]=[CH:8][CH:9]=3)[CH2:12][CH2:13]1. Reactant: [N:1]1[C:10]2[C:5](=[CH:6][CH:7]=[CH:8][CH:9]=2)[CH:4]=[C:3]([C:11]2[CH2:16][CH2:15][N:14](C(OC(C)(C)C)=O)[CH2:13][CH:12]=2)[CH:2]=1.[H][H]. The catalyst class is: 43. (3) Reactant: C([O:8][C:9]1[CH:14]=[CH:13][C:12]([CH2:15][C@@H:16]([O:22][CH2:23][CH3:24])[C:17]([O:19][CH2:20][CH3:21])=[O:18])=[CH:11][CH:10]=1)C1C=CC=CC=1.[H][H]. Product: [CH2:23]([O:22][C@H:16]([CH2:15][C:12]1[CH:11]=[CH:10][C:9]([OH:8])=[CH:14][CH:13]=1)[C:17]([O:19][CH2:20][CH3:21])=[O:18])[CH3:24]. The catalyst class is: 50. (4) Reactant: CO.[Na].[SH:4][CH:5]([CH3:11])[C:6](OCC)=[O:7].[C:12]([O:20][CH3:21])(=[O:19])/[CH:13]=[CH:14]/[C:15]([O:17][CH3:18])=[O:16]. Product: [CH3:11][CH:5]1[S:4][CH:14]([C:15]([O:17][CH3:18])=[O:16])[CH:13]([C:12]([O:20][CH3:21])=[O:19])[C:6]1=[O:7]. The catalyst class is: 6. (5) Reactant: C1C(=O)N([Br:8])C(=O)C1.[CH3:9][O:10][C:11]1[CH:16]=[CH:15][C:14]([C:17]2[S:21][C:20]3[CH:22]=[C:23]([O:26][C:27](=[O:33])[N:28]([CH2:31][CH3:32])[CH2:29][CH3:30])[CH:24]=[CH:25][C:19]=3[CH:18]=2)=[CH:13][CH:12]=1.O. Product: [Br:8][C:18]1[C:19]2[CH:25]=[CH:24][C:23]([O:26][C:27](=[O:33])[N:28]([CH2:31][CH3:32])[CH2:29][CH3:30])=[CH:22][C:20]=2[S:21][C:17]=1[C:14]1[CH:13]=[CH:12][C:11]([O:10][CH3:9])=[CH:16][CH:15]=1. The catalyst class is: 1. (6) Reactant: [C:1](N1C=CN=C1)([N:3]1C=CN=C1)=O.[O:13]1[C:17]2[CH:18]=[CH:19][CH:20]=[CH:21][C:16]=2[C:15]([CH2:22][C:23]([N:25]2[CH2:30][CH2:29][CH:28]([C:31]([OH:33])=O)[CH2:27][CH2:26]2)=[O:24])=[CH:14]1.CN. The catalyst class is: 46. Product: [O:13]1[C:17]2[CH:18]=[CH:19][CH:20]=[CH:21][C:16]=2[C:15]([CH2:22][C:23]([N:25]2[CH2:30][CH2:29][CH:28]([C:31]([NH:3][CH3:1])=[O:33])[CH2:27][CH2:26]2)=[O:24])=[CH:14]1. (7) Product: [Br:1][C:2]1[CH:11]=[C:10]2[C:5]([CH:6]=[CH:7][C:8]([C:16]([OH:18])=[O:17])=[N:9]2)=[CH:4][N:3]=1. The catalyst class is: 258. Reactant: [Br:1][C:2]1[CH:11]=[C:10]2[C:5]([CH:6]=[CH:7][C:8](C)=[N:9]2)=[CH:4][N:3]=1.[Se](=O)=O.[CH:16]([OH:18])=[O:17].OO.